From a dataset of Reaction yield outcomes from USPTO patents with 853,638 reactions. Predict the reaction yield, written as a fraction of the theoretical maximum amount of product (1.0 means a 100% yield; for example, 0.34 means a 34% yield). (1) The reactants are [F:8][C:7]([F:10])([F:9])[C:6](O[C:6](=[O:11])[C:7]([F:10])([F:9])[F:8])=[O:11].[NH2:14][C:15]1[C:16]([CH3:21])=[CH:17][CH:18]=[CH:19][CH:20]=1.C(N(CC)CC)C. The catalyst is C(Cl)Cl. The product is [F:10][C:7]([F:8])([F:9])[C:6]([NH:14][C:15]1[CH:20]=[CH:19][CH:18]=[CH:17][C:16]=1[CH3:21])=[O:11]. The yield is 0.850. (2) The reactants are [NH:1]1[CH2:6][CH2:5][CH2:4][CH:3]([C:7]2[CH:8]=[CH:9][C:10]3[O:24][CH2:23][C:13]4([C:21]5[C:16](=[CH:17][CH:18]=[CH:19][CH:20]=5)[NH:15][C:14]4=[O:22])[C:11]=3[CH:12]=2)[CH2:2]1.C(N(CC)CC)C.[C:32](O[C:32]([O:34][C:35]([CH3:38])([CH3:37])[CH3:36])=[O:33])([O:34][C:35]([CH3:38])([CH3:37])[CH3:36])=[O:33]. The catalyst is ClCCl. The product is [O:22]=[C:14]1[C:13]2([C:11]3[CH:12]=[C:7]([CH:3]4[CH2:4][CH2:5][CH2:6][N:1]([C:32]([O:34][C:35]([CH3:38])([CH3:37])[CH3:36])=[O:33])[CH2:2]4)[CH:8]=[CH:9][C:10]=3[O:24][CH2:23]2)[C:21]2[C:16](=[CH:17][CH:18]=[CH:19][CH:20]=2)[NH:15]1. The yield is 0.400.